Predict which catalyst facilitates the given reaction. From a dataset of Catalyst prediction with 721,799 reactions and 888 catalyst types from USPTO. (1) Reactant: [C:1]([C:3]1[CH:4]=[C:5]([C:16]([O:18][CH3:19])=[O:17])[C:6]2[C:7]([CH3:15])=[CH:8][N:9]([CH:12]([CH3:14])[CH3:13])[C:10]=2[CH:11]=1)#[N:2].[N:20]([Si](C)(C)C)=[N+:21]=[N-:22].O.O.O.[F-].C([N+](CCCC)(CCCC)CCCC)CCC. Product: [CH:12]([N:9]1[C:10]2[CH:11]=[C:3]([C:1]3[NH:22][N:21]=[N:20][N:2]=3)[CH:4]=[C:5]([C:16]([O:18][CH3:19])=[O:17])[C:6]=2[C:7]([CH3:15])=[CH:8]1)([CH3:14])[CH3:13]. The catalyst class is: 25. (2) Reactant: C(O[C:6]([NH:8][C:9]1[NH:10][C:11]2[CH:17]=[C:16]([O:18][S:19]([C:22]3[CH:27]=[CH:26][C:25](F)=[CH:24][CH:23]=3)(=[O:21])=[O:20])[CH:15]=[CH:14][C:12]=2[N:13]=1)=[O:7])(C)(C)C.[OH:29][CH:30]1[CH2:35][CH2:34][NH:33][CH2:32][CH2:31]1.[OH2:36]. Product: [OH:29][CH:30]1[CH2:35][CH2:34][N:33]([C:6]([NH:8][C:9]2[NH:13][C:12]3[CH:14]=[CH:15][C:16]([O:18][S:19]([C:22]4[CH:23]=[CH:24][CH:25]=[CH:26][C:27]=4[N:33]4[CH2:34][CH2:35][CH:30]([OH:36])[CH2:31][CH2:32]4)(=[O:21])=[O:20])=[CH:17][C:11]=3[N:10]=2)=[O:7])[CH2:32][CH2:31]1. The catalyst class is: 60. (3) Reactant: [NH2:1][CH2:2][CH2:3][NH:4][CH2:5][CH2:6][NH:7][CH2:8][CH2:9][NH2:10].[ClH:11]. Product: [ClH:11].[ClH:11].[NH2:1][CH2:2][CH2:3][NH:4][CH2:5][CH2:6][NH:7][CH2:8][CH2:9][NH2:10]. The catalyst class is: 8. (4) Reactant: [C:1]1([C:11]([OH:13])=[O:12])[C:10]2[C:5](=[CH:6][CH:7]=[CH:8][CH:9]=2)[CH:4]=[CH:3][N:2]=1.[N+:14]([O-])([OH:16])=[O:15]. Product: [N+:14]([C:6]1[CH:7]=[CH:8][CH:9]=[C:10]2[C:5]=1[CH:4]=[CH:3][N:2]=[C:1]2[C:11]([OH:13])=[O:12])([O-:16])=[O:15]. The catalyst class is: 65. (5) Reactant: [SH:1][C:2]1[CH:7]=[CH:6][C:5]([OH:8])=[CH:4][CH:3]=1.[OH2:9]. Product: [OH:8][C:5]1[CH:6]=[CH:7][C:2]([S:1][S:1][C:2]2[CH:7]=[CH:6][C:5]([OH:9])=[CH:4][CH:3]=2)=[CH:3][CH:4]=1. The catalyst class is: 16. (6) Reactant: [CH3:1][C:2]1[CH:3]=[C:4]([CH:15]=[CH:16][CH:17]=1)[CH2:5][C:6]1[CH:7]=[C:8]([C:11](OC)=[O:12])[O:9][CH:10]=1.[AlH4-].[Li+].CCOCC.[O-]S([O-])(=O)=O.[Na+].[Na+]. Product: [CH3:1][C:2]1[CH:3]=[C:4]([CH:15]=[CH:16][CH:17]=1)[CH2:5][C:6]1[CH:7]=[C:8]([CH2:11][OH:12])[O:9][CH:10]=1. The catalyst class is: 20. (7) Reactant: [CH2:1]([O:3][C:4](=[O:18])[CH2:5][C:6]1[C:15]2[C:10](=[CH:11][CH:12]=[C:13]([OH:16])[CH:14]=2)[CH:9]=[CH:8][C:7]=1[Cl:17])[CH3:2].[F:19][C:20]([F:33])([F:32])[S:21](O[S:21]([C:20]([F:33])([F:32])[F:19])(=[O:23])=[O:22])(=[O:23])=[O:22]. Product: [CH2:1]([O:3][C:4](=[O:18])[CH2:5][C:6]1[C:15]2[C:10](=[CH:11][CH:12]=[C:13]([O:16][S:21]([C:20]([F:33])([F:32])[F:19])(=[O:23])=[O:22])[CH:14]=2)[CH:9]=[CH:8][C:7]=1[Cl:17])[CH3:2]. The catalyst class is: 17. (8) Reactant: [Cl:1][C:2]1[CH:9]=[CH:8][C:5]([C:6]#[N:7])=[C:4](F)[CH:3]=1.[N:11]1([CH2:16][CH2:17][OH:18])[CH2:15][CH2:14][CH2:13][CH2:12]1.C1(C)C=CC=CC=1.C[Si]([N-][Si](C)(C)C)(C)C.[K+]. Product: [Cl:1][C:2]1[CH:9]=[CH:8][C:5]([C:6]#[N:7])=[C:4]([O:18][CH2:17][CH2:16][N:11]2[CH2:15][CH2:14][CH2:13][CH2:12]2)[CH:3]=1. The catalyst class is: 1. (9) Reactant: [NH2:1][C:2]([NH2:4])=[S:3].[Br:5][CH:6]([CH3:14])[C:7](=O)[C:8]([O:10][CH2:11][CH3:12])=[O:9]. Product: [BrH:5].[NH2:1][C:2]1[S:3][C:6]([CH3:14])=[C:7]([C:8]([O:10][CH2:11][CH3:12])=[O:9])[N:4]=1. The catalyst class is: 8. (10) Reactant: Br[C:2]1[CH:7]=[CH:6][C:5]([O:8][C:9]2[CH:14]=[CH:13][C:12]([CH3:15])=[CH:11][CH:10]=2)=[CH:4][CH:3]=1.[CH3:16][C:17]1([CH3:33])[C:21]([CH3:23])([CH3:22])[O:20][B:19]([B:19]2[O:20][C:21]([CH3:23])([CH3:22])[C:17]([CH3:33])([CH3:16])[O:18]2)[O:18]1.C([O-])(=O)C.[K+].C([O-])(O)=O.[Na+]. Product: [CH3:16][C:17]1([CH3:33])[C:21]([CH3:23])([CH3:22])[O:20][B:19]([C:2]2[CH:7]=[CH:6][C:5]([O:8][C:9]3[CH:14]=[CH:13][C:12]([CH3:15])=[CH:11][CH:10]=3)=[CH:4][CH:3]=2)[O:18]1. The catalyst class is: 151.